From a dataset of Forward reaction prediction with 1.9M reactions from USPTO patents (1976-2016). Predict the product of the given reaction. (1) Given the reactants [Br:1][CH2:2][CH2:3][O:4][C:5]1[CH:31]=[CH:30][C:8]([CH2:9][C:10]2[C:19]3[C:14](=[CH:15][C:16]([OH:20])=[CH:17][CH:18]=3)[O:13][C:12](=[O:21])[C:11]=2[C:22]2[CH:27]=[CH:26][C:25]([Cl:28])=[CH:24][C:23]=2[Cl:29])=[CH:7][CH:6]=1.[I:32]I.Cl, predict the reaction product. The product is: [Br:1][CH2:2][CH2:3][O:4][C:5]1[CH:31]=[CH:30][C:8]([CH2:9][C:10]2[C:19]3[C:14](=[C:15]([I:32])[C:16]([OH:20])=[CH:17][CH:18]=3)[O:13][C:12](=[O:21])[C:11]=2[C:22]2[CH:27]=[CH:26][C:25]([Cl:28])=[CH:24][C:23]=2[Cl:29])=[CH:7][CH:6]=1. (2) Given the reactants [Cl:1][C:2]1[CH:12]=[C:11]([NH:13][CH:14]2[CH2:17]C[CH2:15]2)[C:5]([C:6](OCC)=[O:7])=[CH:4][N:3]=1.CC(C[AlH]CC(C)C)C, predict the reaction product. The product is: [Cl:1][C:2]1[N:3]=[CH:4][C:5]([CH2:6][OH:7])=[C:11]([NH:13][CH:14]([CH3:17])[CH3:15])[CH:12]=1. (3) Given the reactants [Cl:1][C:2]1[CH:3]=[C:4]([C@@H:8]([OH:29])[CH2:9][N:10]([C@@H:18]2[CH2:27][C:26]3[CH:25]=[C:24]([OH:28])[CH:23]=[CH:22][C:21]=3[CH2:20][CH2:19]2)[C:11]([O:13][C:14]([CH3:17])([CH3:16])[CH3:15])=[O:12])[CH:5]=[CH:6][CH:7]=1.[CH3:30][O:31][C:32]([C:34]1[CH:35]=[C:36](B(O)O)[CH:37]=[CH:38][CH:39]=1)=[O:33], predict the reaction product. The product is: [CH3:30][O:31][C:32](=[O:33])[C:34]1[CH:35]=[CH:36][CH:37]=[CH:38][C:39]=1[O:28][C:24]1[CH:23]=[CH:22][C:21]2[CH2:20][CH2:19][C@H:18]([N:10]([CH2:9][C@@H:8]([C:4]3[CH:5]=[CH:6][CH:7]=[C:2]([Cl:1])[CH:3]=3)[OH:29])[C:11]([O:13][C:14]([CH3:17])([CH3:15])[CH3:16])=[O:12])[CH2:27][C:26]=2[CH:25]=1.